From a dataset of Forward reaction prediction with 1.9M reactions from USPTO patents (1976-2016). Predict the product of the given reaction. (1) Given the reactants [OH-].[Na+].C[O:4][C:5](=[O:34])[CH2:6][C@H:7]1[C:11]2[CH:12]=[CH:13][C:14]([O:16][C@H:17]3[C:25]4[C:20](=[C:21]([O:27][C:28]5[CH:33]=[CH:32][CH:31]=[CH:30][CH:29]=5)[CH:22]=[CH:23][C:24]=4[F:26])[CH2:19][CH2:18]3)=[CH:15][C:10]=2[O:9][CH2:8]1, predict the reaction product. The product is: [F:26][C:24]1[CH:23]=[CH:22][C:21]([O:27][C:28]2[CH:29]=[CH:30][CH:31]=[CH:32][CH:33]=2)=[C:20]2[C:25]=1[C@H:17]([O:16][C:14]1[CH:13]=[CH:12][C:11]3[C@H:7]([CH2:6][C:5]([OH:34])=[O:4])[CH2:8][O:9][C:10]=3[CH:15]=1)[CH2:18][CH2:19]2. (2) Given the reactants [Br:1][C:2]1[S:6][C:5]([C:7](Cl)=[O:8])=[CH:4][CH:3]=1.[CH3:10][NH:11][C:12]1[CH:17]=[CH:16][CH:15]=[CH:14][CH:13]=1.C(N(CC)CC)C, predict the reaction product. The product is: [Br:1][C:2]1[S:6][C:5]([C:7]([N:11]([CH3:10])[C:12]2[CH:17]=[CH:16][CH:15]=[CH:14][CH:13]=2)=[O:8])=[CH:4][CH:3]=1.